From a dataset of Forward reaction prediction with 1.9M reactions from USPTO patents (1976-2016). Predict the product of the given reaction. (1) The product is: [OH:4][C@H:5]1[CH2:22][CH2:21][C@@:20]2([CH3:23])[C@@H:7]([CH2:8][CH2:9][C@:10]3([CH3:46])[C@@H:19]2[CH2:18][CH2:17][C@H:16]2[C@@:11]3([CH3:45])[CH2:12][CH2:13][C@@:14]3([C:30]([NH:31][C@@H:32]4[CH2:36][CH2:35][C@H:34]([CH2:37][N:38]5[CH2:39][CH2:40][O:41][CH2:42][CH2:43]5)[CH2:33]4)=[O:44])[CH2:26][CH2:25][C@@H:24]([C:27]([CH3:29])=[CH2:28])[C@@H:15]32)[C:6]1([CH3:48])[CH3:47]. Given the reactants C([O:4][C@H:5]1[CH2:22][CH2:21][C@@:20]2([CH3:23])[C@@H:7]([CH2:8][CH2:9][C@:10]3([CH3:46])[C@@H:19]2[CH2:18][CH2:17][C@H:16]2[C@@:11]3([CH3:45])[CH2:12][CH2:13][C@@:14]3([C:30](=[O:44])[NH:31][C@@H:32]4[CH2:36][CH2:35][C@H:34]([CH2:37][N:38]5[CH2:43][CH2:42][O:41][CH2:40][CH2:39]5)[CH2:33]4)[CH2:26][CH2:25][C@@H:24]([C:27]([CH3:29])=[CH2:28])[C@@H:15]32)[C:6]1([CH3:48])[CH3:47])(=O)C.C1COCC1.[OH-].[Na+], predict the reaction product. (2) Given the reactants [CH2:1]([C:13]1[CH:18]=[CH:17][CH:16]=[CH:15][C:14]=1[OH:19])[CH2:2][CH2:3][CH2:4][CH2:5][CH2:6][CH2:7][CH2:8][CH2:9][CH2:10][CH2:11][CH3:12].[C:20]([OH:29])(=[O:28])[C:21]1[C:22](=[CH:24][CH:25]=[CH:26][CH:27]=1)[OH:23].C=O.O.N, predict the reaction product. The product is: [C:20]([OH:29])(=[O:28])[C:21]1[C:22](=[CH:24][CH:25]=[CH:26][CH:27]=1)[OH:23].[CH2:14]=[O:19].[CH2:1]([C:13]1[CH:18]=[CH:17][CH:16]=[CH:15][C:14]=1[OH:19])[CH2:2][CH2:3][CH2:4][CH2:5][CH2:6][CH2:7][CH2:8][CH2:9][CH2:10][CH2:11][CH3:12].